From a dataset of Full USPTO retrosynthesis dataset with 1.9M reactions from patents (1976-2016). Predict the reactants needed to synthesize the given product. (1) Given the product [C:18]([C:2]1[CH:3]=[C:4]([CH:14]=[CH:15][C:16]=1[F:17])[C:5]([N:7]([CH2:11][CH2:12][CH3:13])[CH2:8][CH2:9][CH3:10])=[O:6])#[N:19], predict the reactants needed to synthesize it. The reactants are: Br[C:2]1[CH:3]=[C:4]([CH:14]=[CH:15][C:16]=1[F:17])[C:5]([N:7]([CH2:11][CH2:12][CH3:13])[CH2:8][CH2:9][CH3:10])=[O:6].[CH3:18][N:19](C=O)C. (2) Given the product [Cl:25][C:20]1[CH:19]=[C:18]([NH:17][C:8]2[C:7]3[C:12](=[CH:13][C:14]([O:15][CH3:16])=[C:5]([OH:4])[CH:6]=3)[N:11]=[CH:10][N:9]=2)[CH:23]=[CH:22][C:21]=1[F:24], predict the reactants needed to synthesize it. The reactants are: C([O:4][C:5]1[CH:6]=[C:7]2[C:12](=[CH:13][C:14]=1[O:15][CH3:16])[N:11]=[CH:10][N:9]=[C:8]2[NH:17][C:18]1[CH:23]=[CH:22][C:21]([F:24])=[C:20]([Cl:25])[CH:19]=1)(=O)C.[NH4+].[OH-]. (3) Given the product [OH:14][CH2:13][CH2:12][NH:11][C:9]1[CH:8]=[C:7]([C:15]2[CH:20]=[CH:19][C:18]([O:21][CH3:22])=[C:17]([C:23]([F:26])([F:25])[F:24])[CH:16]=2)[N:6]=[C:5]([C:27]#[N:28])[N:10]=1, predict the reactants needed to synthesize it. The reactants are: CS([C:5]1[N:10]=[C:9]([NH:11][CH2:12][CH2:13][OH:14])[CH:8]=[C:7]([C:15]2[CH:20]=[CH:19][C:18]([O:21][CH3:22])=[C:17]([C:23]([F:26])([F:25])[F:24])[CH:16]=2)[N:6]=1)(=O)=O.[C-:27]#[N:28].[Na+]. (4) Given the product [CH3:45][CH:44]([OH:43])[CH2:48][O:5][C:1]([C:2]([CH3:4])=[CH2:3])=[O:6], predict the reactants needed to synthesize it. The reactants are: [C:1]([OH:6])(=[O:5])[C:2]([CH3:4])=[CH2:3].CC1C2C(=CC3C(C=2)=CC=CC=3)C=CC=1.C(OCCCO)(=O)C(C)=C.C(OCC)(=O)C(C)=C.C([O:43][CH:44]([CH3:48])[CH2:45]OC)(=O)C. (5) Given the product [Br:19][C:20]1[CH:21]=[C:22]([CH:23]=[C:24]([F:26])[CH:25]=1)[CH2:27][C@H:7]1[C:6]([O:9][CH3:10])=[N:5][C@H:4]([CH:11]([CH3:13])[CH3:12])[C:3]([O:2][CH3:1])=[N:8]1, predict the reactants needed to synthesize it. The reactants are: [CH3:1][O:2][C:3]1[C@@H:4]([CH:11]([CH3:13])[CH3:12])[N:5]=[C:6]([O:9][CH3:10])[CH2:7][N:8]=1.[Li]CCCC.[Br:19][C:20]1[CH:25]=[C:24]([F:26])[CH:23]=[C:22]([CH2:27]Br)[CH:21]=1.[NH4+].[Cl-]. (6) Given the product [N:1]1([CH2:13][CH2:14][NH2:16])[C:10]2[C:5](=[CH:6][CH:7]=[CH:8][CH:9]=2)[C:4]2([CH2:12][CH2:11]2)[CH2:3][CH2:2]1, predict the reactants needed to synthesize it. The reactants are: [N:1]1([CH2:13][C:14]([NH2:16])=O)[C:10]2[C:5](=[CH:6][CH:7]=[CH:8][CH:9]=2)[C:4]2([CH2:12][CH2:11]2)[CH2:3][CH2:2]1.CO.Cl.